This data is from Full USPTO retrosynthesis dataset with 1.9M reactions from patents (1976-2016). The task is: Predict the reactants needed to synthesize the given product. (1) The reactants are: [OH:1][N:2]=[C:3]([C:5]1[CH:13]=[CH:12][C:11]2[N:10]3[CH2:14][CH2:15][CH:16]([CH2:17][C:18]([O:20]C(C)(C)C)=[O:19])[C:9]3=[CH:8][C:7]=2[CH:6]=1)[NH2:4].[CH3:25][C:26]1[CH:27]=[N:28][CH:29]=[C:30]([CH:34]=1)[C:31](O)=O. Given the product [CH3:31][C:30]1[CH:34]=[C:26]([C:25]2[O:1][N:2]=[C:3]([C:5]3[CH:13]=[CH:12][C:11]4[N:10]5[CH2:14][CH2:15][CH:16]([CH2:17][C:18]([OH:20])=[O:19])[C:9]5=[CH:8][C:7]=4[CH:6]=3)[N:4]=2)[CH:27]=[N:28][CH:29]=1, predict the reactants needed to synthesize it. (2) Given the product [CH:21]([C:23]1[CH:28]=[CH:27][CH:26]=[CH:25][C:24]=1[CH:29]=[CH2:30])=[CH2:22], predict the reactants needed to synthesize it. The reactants are: C(OOC(C1C=CC=CC=1)(C)C)(C1C=CC=CC=1)(C)C.[CH:21]([CH:23]1[CH2:28][CH2:27][CH2:26][CH2:25][C:24]1(C=C)[CH:29]=[CH2:30])=[CH2:22]. (3) Given the product [CH3:2][O:3][C:4]1[CH:5]=[C:6]2[C:11](=[C:12]([NH:14][CH2:17][CH2:16][C:15]([OH:19])=[O:18])[CH:13]=1)[N:10]=[CH:9][CH:8]=[CH:7]2, predict the reactants needed to synthesize it. The reactants are: Br.[CH3:2][O:3][C:4]1[CH:5]=[C:6]2[C:11](=[C:12]([NH2:14])[CH:13]=1)[N:10]=[CH:9][CH:8]=[CH:7]2.[C:15]([OH:19])(=[O:18])[CH:16]=[CH2:17].C(N(CC)CC)C.[OH-].[Na+]. (4) Given the product [CH:13]1([N:10]2[CH2:9][C:8]([CH3:19])([CH3:18])[C:7](=[O:20])[N:6]([CH3:41])[C:5]3[C:11]2=[N:12][C:2]([NH:21][C:22]2[C:38]([F:39])=[CH:37][C:25]([C:26]([NH:28][CH:29]4[CH2:34][CH2:33][N:32]([CH2:35][CH3:36])[CH2:31][CH2:30]4)=[O:27])=[C:24]([F:40])[CH:23]=2)=[N:3][CH:4]=3)[CH2:17][CH2:16][CH2:15][CH2:14]1, predict the reactants needed to synthesize it. The reactants are: Cl[C:2]1[N:12]=[C:11]2[C:5]([NH:6][C:7](=[O:20])[C:8]([CH3:19])([CH3:18])[CH2:9][N:10]2[CH:13]2[CH2:17][CH2:16][CH2:15][CH2:14]2)=[CH:4][N:3]=1.[NH2:21][C:22]1[C:38]([F:39])=[CH:37][C:25]([C:26]([NH:28][CH:29]2[CH2:34][CH2:33][N:32]([CH2:35][CH3:36])[CH2:31][CH2:30]2)=[O:27])=[C:24]([F:40])[CH:23]=1.[C:41](=O)([O-])[O-].[Cs+].[Cs+].CC1(C)C2C(=C(P(C3C=CC=CC=3)C3C=CC=CC=3)C=CC=2)OC2C(P(C3C=CC=CC=3)C3C=CC=CC=3)=CC=CC1=2.